This data is from Forward reaction prediction with 1.9M reactions from USPTO patents (1976-2016). The task is: Predict the product of the given reaction. (1) Given the reactants [C:1]1([C:7]([C:12]2[CH:17]=[CH:16][CH:15]=[CH:14][CH:13]=2)=[CH:8][CH2:9][CH2:10][Br:11])[CH:6]=[CH:5][CH:4]=[CH:3][CH:2]=1, predict the reaction product. The product is: [C:12]1([CH:7]([C:1]2[CH:2]=[CH:3][CH:4]=[CH:5][CH:6]=2)[CH2:8][CH2:9][CH2:10][Br:11])[CH:13]=[CH:14][CH:15]=[CH:16][CH:17]=1. (2) Given the reactants Br[C:2]1[CH:14]=[CH:13][C:5]2[O:6][C:7]([CH3:12])([CH3:11])[C:8](=[O:10])[NH:9][C:4]=2[CH:3]=1.[CH3:15][C:16]1([CH3:32])[C:20]([CH3:22])([CH3:21])[O:19][B:18]([B:18]2[O:19][C:20]([CH3:22])([CH3:21])[C:16]([CH3:32])([CH3:15])[O:17]2)[O:17]1.C([O-])(=O)C.[K+], predict the reaction product. The product is: [CH3:11][C:7]1([CH3:12])[O:6][C:5]2[CH:13]=[CH:14][C:2]([B:18]3[O:19][C:20]([CH3:22])([CH3:21])[C:16]([CH3:32])([CH3:15])[O:17]3)=[CH:3][C:4]=2[NH:9][C:8]1=[O:10]. (3) Given the reactants CC(C1C=C(C(C)C)C=C(C(C)C)C=1S([O:19][CH:20]([C:27]1(O)[CH2:30][N:29]([C:31]([C:33]2[CH:38]=[CH:37][C:36]([F:39])=[C:35]([F:40])[C:34]=2[NH:41][C:42]2[CH:47]=[CH:46][C:45]([I:48])=[CH:44][C:43]=2[F:49])=[O:32])[CH2:28]1)[CH2:21][CH:22]1[O:26][CH2:25][CH2:24][O:23]1)(=O)=O)C.[H-].[Na+].C(OCC)(=O)C, predict the reaction product. The product is: [O:26]1[CH2:25][CH2:24][O:23][CH:22]1[CH2:21][CH:20]1[C:27]2([CH2:30][N:29]([C:31]([C:33]3[C:34]([NH:41][C:42]4[CH:47]=[CH:46][C:45]([I:48])=[CH:44][C:43]=4[F:49])=[C:35]([F:40])[C:36]([F:39])=[CH:37][CH:38]=3)=[O:32])[CH2:28]2)[O:19]1. (4) Given the reactants [Cl:1][C:2]1[N:3]=[CH:4][C:5]2[NH:11][C:10](=[O:12])[CH:9]([CH3:13])[CH:8]([CH3:14])[N:7]([CH:15]3[CH2:17][CH2:16]3)[C:6]=2[N:18]=1.I[CH3:20].[H-].[Na+], predict the reaction product. The product is: [Cl:1][C:2]1[N:3]=[CH:4][C:5]2[N:11]([CH3:20])[C:10](=[O:12])[CH:9]([CH3:13])[CH:8]([CH3:14])[N:7]([CH:15]3[CH2:16][CH2:17]3)[C:6]=2[N:18]=1. (5) Given the reactants Cl.[F:2][C:3]1[CH:4]=[C:5]([CH:43]=[CH:44][CH:45]=1)[CH2:6][N:7]1[CH:11]=[C:10]([C:12]2[C:20]3[C:15](=[N:16][CH:17]=[C:18]([C:21]4[CH:26]=[CH:25][C:24]([N:27]5[CH2:32][CH2:31][NH:30][CH2:29][CH2:28]5)=[CH:23][CH:22]=4)[CH:19]=3)[N:14]([S:33]([C:36]3[CH:42]=[CH:41][C:39]([CH3:40])=[CH:38][CH:37]=3)(=[O:35])=[O:34])[CH:13]=2)[CH:9]=[N:8]1.[CH3:46][C@H:47]1[CH2:49][O:48]1.CCN(C(C)C)C(C)C, predict the reaction product. The product is: [F:2][C:3]1[CH:4]=[C:5]([CH:43]=[CH:44][CH:45]=1)[CH2:6][N:7]1[CH:11]=[C:10]([C:12]2[C:20]3[C:15](=[N:16][CH:17]=[C:18]([C:21]4[CH:26]=[CH:25][C:24]([N:27]5[CH2:28][CH2:29][N:30]([CH2:46][C@@H:47]([OH:48])[CH3:49])[CH2:31][CH2:32]5)=[CH:23][CH:22]=4)[CH:19]=3)[N:14]([S:33]([C:36]3[CH:42]=[CH:41][C:39]([CH3:40])=[CH:38][CH:37]=3)(=[O:34])=[O:35])[CH:13]=2)[CH:9]=[N:8]1.